From a dataset of Reaction yield outcomes from USPTO patents with 853,638 reactions. Predict the reaction yield, written as a fraction of the theoretical maximum amount of product (1.0 means a 100% yield; for example, 0.34 means a 34% yield). The reactants are [CH3:1][O:2][C:3](=[O:20])[C:4]1[CH:9]=[CH:8][C:7]([F:10])=[C:6]([CH2:11][O:12][C:13]2[CH:18]=[CH:17][C:16](I)=[CH:15][CH:14]=2)[CH:5]=1.[F:21][C:22]1[CH:27]=[C:26]([F:28])[CH:25]=[CH:24][C:23]=1B(O)O.C(=O)([O-])[O-].[K+].[K+]. The catalyst is CN(C=O)C.O.C1C=CC(P(C2C=CC=CC=2)[C-]2C=CC=C2)=CC=1.C1C=CC(P(C2C=CC=CC=2)[C-]2C=CC=C2)=CC=1.Cl[Pd]Cl.[Fe+2]. The product is [CH3:1][O:2][C:3](=[O:20])[C:4]1[CH:9]=[CH:8][C:7]([F:10])=[C:6]([CH2:11][O:12][C:13]2[CH:18]=[CH:17][C:16]([C:25]3[CH:24]=[CH:23][C:22]([F:21])=[CH:27][C:26]=3[F:28])=[CH:15][CH:14]=2)[CH:5]=1. The yield is 0.800.